This data is from NCI-60 drug combinations with 297,098 pairs across 59 cell lines. The task is: Regression. Given two drug SMILES strings and cell line genomic features, predict the synergy score measuring deviation from expected non-interaction effect. (1) Drug 2: C1C(C(OC1N2C=NC3=C2NC=NCC3O)CO)O. Drug 1: C1=CC=C(C=C1)NC(=O)CCCCCCC(=O)NO. Cell line: MCF7. Synergy scores: CSS=5.76, Synergy_ZIP=-2.56, Synergy_Bliss=1.42, Synergy_Loewe=-9.01, Synergy_HSA=0.215. (2) Synergy scores: CSS=18.4, Synergy_ZIP=1.39, Synergy_Bliss=-1.58, Synergy_Loewe=-33.4, Synergy_HSA=-3.74. Cell line: EKVX. Drug 2: C1=NC2=C(N=C(N=C2N1C3C(C(C(O3)CO)O)O)F)N. Drug 1: CCC1=CC2CC(C3=C(CN(C2)C1)C4=CC=CC=C4N3)(C5=C(C=C6C(=C5)C78CCN9C7C(C=CC9)(C(C(C8N6C)(C(=O)OC)O)OC(=O)C)CC)OC)C(=O)OC.C(C(C(=O)O)O)(C(=O)O)O. (3) Drug 1: CC1C(C(CC(O1)OC2CC(OC(C2O)C)OC3=CC4=CC5=C(C(=O)C(C(C5)C(C(=O)C(C(C)O)O)OC)OC6CC(C(C(O6)C)O)OC7CC(C(C(O7)C)O)OC8CC(C(C(O8)C)O)(C)O)C(=C4C(=C3C)O)O)O)O. Drug 2: C1=NC2=C(N1)C(=S)N=CN2. Cell line: SNB-19. Synergy scores: CSS=25.6, Synergy_ZIP=-5.31, Synergy_Bliss=-4.23, Synergy_Loewe=-10.7, Synergy_HSA=-2.86. (4) Drug 1: CC12CCC(CC1=CCC3C2CCC4(C3CC=C4C5=CN=CC=C5)C)O. Drug 2: C1=CN(C(=O)N=C1N)C2C(C(C(O2)CO)O)O.Cl. Cell line: MALME-3M. Synergy scores: CSS=43.5, Synergy_ZIP=1.34, Synergy_Bliss=2.33, Synergy_Loewe=-28.5, Synergy_HSA=3.19. (5) Drug 1: CC1=C(C(CCC1)(C)C)C=CC(=CC=CC(=CC(=O)O)C)C. Drug 2: CC1=C(C=C(C=C1)C(=O)NC2=CC(=CC(=C2)C(F)(F)F)N3C=C(N=C3)C)NC4=NC=CC(=N4)C5=CN=CC=C5. Cell line: MOLT-4. Synergy scores: CSS=52.2, Synergy_ZIP=-1.23, Synergy_Bliss=-2.08, Synergy_Loewe=-17.0, Synergy_HSA=-3.02. (6) Drug 2: C1C(C(OC1N2C=C(C(=O)NC2=O)F)CO)O. Synergy scores: CSS=41.0, Synergy_ZIP=-10.6, Synergy_Bliss=-10.1, Synergy_Loewe=-13.9, Synergy_HSA=-6.83. Cell line: OVCAR-5. Drug 1: CCC1=CC2CC(C3=C(CN(C2)C1)C4=CC=CC=C4N3)(C5=C(C=C6C(=C5)C78CCN9C7C(C=CC9)(C(C(C8N6C)(C(=O)OC)O)OC(=O)C)CC)OC)C(=O)OC.C(C(C(=O)O)O)(C(=O)O)O. (7) Drug 1: C1CC(C1)(C(=O)O)C(=O)O.[NH2-].[NH2-].[Pt+2]. Drug 2: CC(C)NC(=O)C1=CC=C(C=C1)CNNC.Cl. Cell line: KM12. Synergy scores: CSS=9.57, Synergy_ZIP=-1.95, Synergy_Bliss=-2.10, Synergy_Loewe=-3.31, Synergy_HSA=-2.13. (8) Drug 1: CC1=C(N=C(N=C1N)C(CC(=O)N)NCC(C(=O)N)N)C(=O)NC(C(C2=CN=CN2)OC3C(C(C(C(O3)CO)O)O)OC4C(C(C(C(O4)CO)O)OC(=O)N)O)C(=O)NC(C)C(C(C)C(=O)NC(C(C)O)C(=O)NCCC5=NC(=CS5)C6=NC(=CS6)C(=O)NCCC[S+](C)C)O. Drug 2: CC12CCC3C(C1CCC2O)C(CC4=C3C=CC(=C4)O)CCCCCCCCCS(=O)CCCC(C(F)(F)F)(F)F. Cell line: SF-539. Synergy scores: CSS=44.0, Synergy_ZIP=-6.97, Synergy_Bliss=-15.9, Synergy_Loewe=-15.8, Synergy_HSA=-8.72.